This data is from Reaction yield outcomes from USPTO patents with 853,638 reactions. The task is: Predict the reaction yield, written as a fraction of the theoretical maximum amount of product (1.0 means a 100% yield; for example, 0.34 means a 34% yield). (1) The reactants are [CH3:1][C:2]([CH2:6][CH2:7][CH:8]=[C:9]([CH3:26])[CH2:10][CH2:11][CH:12]=[C:13]([CH3:25])[CH2:14][CH2:15][CH:16]=[C:17]([CH3:24])[CH2:18][CH2:19][CH:20]=[C:21]([CH3:23])[CH3:22])=[CH:3][CH2:4]O.P(Br)(Br)[Br:28]. The catalyst is C1COCC1. The product is [Br:28][CH2:4][CH:3]=[C:2]([CH3:1])[CH2:6][CH2:7][CH:8]=[C:9]([CH3:26])[CH2:10][CH2:11][CH:12]=[C:13]([CH3:25])[CH2:14][CH2:15][CH:16]=[C:17]([CH3:24])[CH2:18][CH2:19][CH:20]=[C:21]([CH3:23])[CH3:22]. The yield is 0.860. (2) The reactants are FC(F)(F)S(O[C:7]1[N:8]=[C:9]([CH3:21])[C:10]2[C:15]([CH:16]=1)=[CH:14][C:13]([O:17][CH3:18])=[C:12]([O:19][CH3:20])[CH:11]=2)(=O)=O.[CH3:24][O:25][C:26]1[CH:31]=[CH:30][C:29](B(O)O)=[CH:28][CH:27]=1.C([O-])([O-])=O.[Na+].[Na+].CCOC(C)=O. The catalyst is C1(C)C=CC=CC=1. The product is [CH3:18][O:17][C:13]1[CH:14]=[C:15]2[C:10](=[CH:11][C:12]=1[O:19][CH3:20])[C:9]([CH3:21])=[N:8][C:7]([C:29]1[CH:30]=[CH:31][C:26]([O:25][CH3:24])=[CH:27][CH:28]=1)=[CH:16]2. The yield is 0.390.